Regression/Classification. Given a drug SMILES string, predict its absorption, distribution, metabolism, or excretion properties. Task type varies by dataset: regression for continuous measurements (e.g., permeability, clearance, half-life) or binary classification for categorical outcomes (e.g., BBB penetration, CYP inhibition). Dataset: cyp2d6_veith. From a dataset of CYP2D6 inhibition data for predicting drug metabolism from PubChem BioAssay. (1) The molecule is CCC(=S)/C=C1\Sc2ccc3ccccc3c2N1CCCS(=O)(=O)[O-].[Na+]. The result is 0 (non-inhibitor). (2) The molecule is CC1(C)SC(=S)N(Cc2ccc3c(c2)OCO3)C1N(O)C(=O)NC1CCCCC1. The result is 1 (inhibitor). (3) The molecule is COc1ccc(C2C(C(=O)N3CCOCC3)c3ccccc3C(=O)N2c2ccc(OC)cc2)cc1. The result is 0 (non-inhibitor).